This data is from Reaction yield outcomes from USPTO patents with 853,638 reactions. The task is: Predict the reaction yield, written as a fraction of the theoretical maximum amount of product (1.0 means a 100% yield; for example, 0.34 means a 34% yield). (1) The reactants are [CH3:1][NH:2][CH2:3][C:4]1[N:5]([CH3:13])[C:6]2[C:11]([CH:12]=1)=[CH:10][CH:9]=[CH:8][CH:7]=2.[CH3:14][C:15]1([CH3:31])[O:20][C:19]2[CH:21]=[C:22]([CH:25]=[CH:26][C:27]([OH:29])=O)[CH:23]=[N:24][C:18]=2[NH:17][C:16]1=[O:30]. No catalyst specified. The product is [CH3:31][C:15]1([CH3:14])[O:20][C:19]2[CH:21]=[C:22](/[CH:25]=[CH:26]/[C:27]([N:2]([CH3:1])[CH2:3][C:4]3[N:5]([CH3:13])[C:6]4[C:11]([CH:12]=3)=[CH:10][CH:9]=[CH:8][CH:7]=4)=[O:29])[CH:23]=[N:24][C:18]=2[NH:17][C:16]1=[O:30]. The yield is 0.640. (2) The reactants are Cl.[Cl-].[Ca+2].[Cl-].[NH2:5][C:6]([CH3:15])([CH3:14])[CH2:7][NH:8][CH2:9][C:10]([NH2:13])([CH3:12])[CH3:11].[Cl-].[Na+].[C:18](=S)=S.S(=O)(=O)(O)O.S.C([O-])(=O)C.[Pb+2].C([O-])(=O)C. The catalyst is C1(C)C=CC=CC=1.[OH-].[K+]. The product is [CH3:12][C:10]1([CH3:11])[CH2:9][N:8]2[CH2:7][C:6]([CH3:15])([CH3:14])[N:5]=[C:18]2[NH:13]1. The yield is 0.618.